From a dataset of Reaction yield outcomes from USPTO patents with 853,638 reactions. Predict the reaction yield, written as a fraction of the theoretical maximum amount of product (1.0 means a 100% yield; for example, 0.34 means a 34% yield). (1) The reactants are O=[C:2]([C:8]1[CH:13]=[CH:12][C:11]([S:14][C:15]2[CH:20]=[CH:19][CH:18]=[CH:17][CH:16]=2)=[CH:10][CH:9]=1)[CH2:3][CH2:4][C:5]([OH:7])=[O:6]. The catalyst is Cl. The product is [C:15]1([S:14][C:11]2[CH:10]=[CH:9][C:8]([CH2:2][CH2:3][CH2:4][C:5]([OH:7])=[O:6])=[CH:13][CH:12]=2)[CH:16]=[CH:17][CH:18]=[CH:19][CH:20]=1. The yield is 0.810. (2) The reactants are [Si:1]([O:8][CH2:9][C:10]1[C:11](=[O:26])[NH:12][C:13](=[O:25])[N:14]([C:16]([NH:18][CH2:19][CH2:20][CH2:21][CH2:22][CH2:23][CH3:24])=[O:17])[CH:15]=1)([C:4]([CH3:7])([CH3:6])[CH3:5])([CH3:3])[CH3:2].I[CH3:28]. No catalyst specified. The product is [Si:1]([O:8][CH2:9][C:10]1[C:11](=[O:26])[N:12]([CH3:28])[C:13](=[O:25])[N:14]([C:16]([NH:18][CH2:19][CH2:20][CH2:21][CH2:22][CH2:23][CH3:24])=[O:17])[CH:15]=1)([C:4]([CH3:5])([CH3:7])[CH3:6])([CH3:3])[CH3:2]. The yield is 0.370. (3) The reactants are [O:1]1[C:5]2[CH:6]=[CH:7][C:8]([C:10]3([C:13]([NH:15][C:16]4[CH:17]=[C:18]5[C:22](=[CH:23][C:24]=4[F:25])[NH:21][CH:20]([C:26]([CH3:29])([CH3:28])[CH3:27])[CH2:19]5)=[O:14])[CH2:12][CH2:11]3)=[CH:9][C:4]=2[O:3][CH2:2]1.[CH2:30]([O:37]CCC=O)[C:31]1C=CC=C[CH:32]=1.[BH-](OC(C)=O)(OC(C)=O)OC(C)=O.[Na+]. The yield is 0.0800. The catalyst is ClCCl. The product is [O:1]1[C:5]2[CH:6]=[CH:7][C:8]([C:10]3([C:13]([NH:15][C:16]4[CH:17]=[C:18]5[C:22](=[CH:23][C:24]=4[F:25])[N:21]([CH2:32][CH2:31][CH2:30][OH:37])[C:20]([C:26]([CH3:29])([CH3:28])[CH3:27])=[CH:19]5)=[O:14])[CH2:12][CH2:11]3)=[CH:9][C:4]=2[O:3][CH2:2]1.